Dataset: Catalyst prediction with 721,799 reactions and 888 catalyst types from USPTO. Task: Predict which catalyst facilitates the given reaction. (1) Reactant: [NH2:1][CH:2]1[CH2:7][CH2:6][N:5]([CH2:8][CH2:9][N:10]2[C:15]3[CH:16]=[C:17]([Cl:20])[CH:18]=[CH:19][C:14]=3[N+:13]([O-:21])=[N:12][C:11]2=[O:22])[CH2:4][CH2:3]1.[O:23]1[C:32]2[CH:31]=[C:30]([CH:33]=O)[N:29]=[CH:28][C:27]=2[O:26][CH2:25][CH2:24]1.C(O[BH3-])(=O)C.[Na+].CO. Product: [Cl:20][C:17]1[CH:18]=[CH:19][C:14]2[N+:13]([O-:21])=[N:12][C:11](=[O:22])[N:10]([CH2:9][CH2:8][N:5]3[CH2:4][CH2:3][CH:2]([NH:1][CH2:33][C:30]4[N:29]=[CH:28][C:27]5[O:26][CH2:25][CH2:24][O:23][C:32]=5[CH:31]=4)[CH2:7][CH2:6]3)[C:15]=2[CH:16]=1. The catalyst class is: 411. (2) Reactant: [Cl:1][C:2]1[C:7]([C:8]2[C:9](=[O:31])[N:10]([CH2:29][CH3:30])[C:11]3[C:16]([CH:17]=2)=[CH:15][N:14]=[C:13]([N:18](CC2C=CC(OC)=CC=2)[CH3:19])[CH:12]=3)=[CH:6][C:5]([NH:32][C:33]([NH:35][C:36]2[CH:41]=[CH:40][C:39]([F:42])=[C:38]([CH2:43][N:44]3[CH2:49][CH2:48][O:47][CH2:46][CH2:45]3)[CH:37]=2)=[O:34])=[C:4]([F:50])[CH:3]=1. Product: [Cl:1][C:2]1[C:7]([C:8]2[C:9](=[O:31])[N:10]([CH2:29][CH3:30])[C:11]3[C:16]([CH:17]=2)=[CH:15][N:14]=[C:13]([NH:18][CH3:19])[CH:12]=3)=[CH:6][C:5]([NH:32][C:33]([NH:35][C:36]2[CH:41]=[CH:40][C:39]([F:42])=[C:38]([CH2:43][N:44]3[CH2:49][CH2:48][O:47][CH2:46][CH2:45]3)[CH:37]=2)=[O:34])=[C:4]([F:50])[CH:3]=1. The catalyst class is: 67. (3) Reactant: [CH3:1][N:2]([C:28]1[CH:33]=[CH:32][N:31]=[C:30]([C:34]2[CH:39]=[CH:38][CH:37]=[CH:36][CH:35]=2)[N:29]=1)[C:3]1[CH:8]=[CH:7][N:6]=[C:5]([NH:9][C@@H:10]([CH3:27])[CH2:11][C:12]2[CH:13]=[C:14]([CH:24]=[CH:25][CH:26]=2)[CH2:15][NH:16]C(=O)OC(C)(C)C)[N:4]=1. Product: [NH2:16][CH2:15][C:14]1[CH:13]=[C:12]([CH2:11][C@@H:10]([NH:9][C:5]2[N:4]=[C:3]([N:2]([CH3:1])[C:28]3[CH:33]=[CH:32][N:31]=[C:30]([C:34]4[CH:39]=[CH:38][CH:37]=[CH:36][CH:35]=4)[N:29]=3)[CH:8]=[CH:7][N:6]=2)[CH3:27])[CH:26]=[CH:25][CH:24]=1. The catalyst class is: 137. (4) Reactant: [Br:1][C:2]1[CH:6]=[CH:5][O:4][C:3]=1[CH:7]=[O:8].[CH2:9](O)[CH2:10][OH:11].C([O-])(O)=O.[Na+]. Product: [Br:1][C:2]1[CH:6]=[CH:5][O:4][C:3]=1[CH:7]1[O:11][CH2:10][CH2:9][O:8]1. The catalyst class is: 48. (5) Reactant: [C:1]([O:5][C:6]([NH:8][CH2:9][CH2:10][CH2:11][N:12]([CH3:47])[CH2:13][CH2:14][CH2:15][NH:16][C:17]1[C:29]2[C:28]3[C:23](=[CH:24][C:25]([C:30]([O:32][CH3:33])=[O:31])=[CH:26][CH:27]=3)[NH:22][C:21]=2[N:20]=[C:19]([CH2:34][C:35]2[CH:40]=[CH:39][CH:38]=[C:37]([CH:41]([OH:46])[C:42]([F:45])([F:44])[F:43])[CH:36]=2)[N:18]=1)=[O:7])([CH3:4])([CH3:3])[CH3:2].CC(OI1(OC(C)=O)(OC(C)=O)OC(=O)C2C=CC=CC1=2)=O. Product: [C:1]([O:5][C:6]([NH:8][CH2:9][CH2:10][CH2:11][N:12]([CH3:47])[CH2:13][CH2:14][CH2:15][NH:16][C:17]1[C:29]2[C:28]3[C:23](=[CH:24][C:25]([C:30]([O:32][CH3:33])=[O:31])=[CH:26][CH:27]=3)[NH:22][C:21]=2[N:20]=[C:19]([CH2:34][C:35]2[CH:40]=[CH:39][CH:38]=[C:37]([C:41](=[O:46])[C:42]([F:44])([F:45])[F:43])[CH:36]=2)[N:18]=1)=[O:7])([CH3:4])([CH3:3])[CH3:2]. The catalyst class is: 2. (6) Reactant: [CH3:1][CH:2]1[CH2:8][NH:7][C:6]2[CH:9]=[CH:10][CH:11]=[C:12]([N+:13]([O-:15])=[O:14])[C:5]=2[C:4](=[O:16])[NH:3]1.CC1NC2C=CC=C([N+]([O-])=O)[C:22]=2[C:21](=[O:32])NC1.C(N(C(C)C)CC)(C)C.FC(F)(F)C(OC(=O)C(F)(F)F)=O.[NH4+].[Cl-]. Product: [C:21]([N:7]1[C:6]2[CH:9]=[CH:10][CH:11]=[C:12]([N+:13]([O-:15])=[O:14])[C:5]=2[C:4](=[O:16])[NH:3][CH:2]([CH3:1])[CH2:8]1)(=[O:32])[CH3:22]. The catalyst class is: 4. (7) Reactant: [CH2:1]([O:3][C:4](=[O:15])[CH2:5][CH2:6][C:7]1[CH:12]=[CH:11][CH:10]=[C:9]([NH:13][NH2:14])[CH:8]=1)[CH3:2].[Cl:16][C:17]1[CH:22]=[CH:21][C:20]([NH:23][C:24]([NH:26][C:27](OCC)=[CH:28][C:29](=O)[C:30]2[CH:35]=[CH:34][CH:33]=[CH:32][CH:31]=2)=[O:25])=[CH:19][CH:18]=1. Product: [CH2:1]([O:3][C:4](=[O:15])[CH2:5][CH2:6][C:7]1[CH:12]=[CH:11][CH:10]=[C:9]([N:13]2[C:27]([NH:26][C:24]([NH:23][C:20]3[CH:21]=[CH:22][C:17]([Cl:16])=[CH:18][CH:19]=3)=[O:25])=[CH:28][C:29]([C:30]3[CH:35]=[CH:34][CH:33]=[CH:32][CH:31]=3)=[N:14]2)[CH:8]=1)[CH3:2]. The catalyst class is: 8. (8) Reactant: [O:1]1[C:8]2[CH:7]=[C:6]([C:9]([OH:11])=[O:10])[NH:5][C:4]=2[CH:3]=[CH:2]1.[C:12]([O:16][CH2:17]Cl)(=[O:15])[CH2:13][CH3:14].[Na+].[I-].CCN(CC)CC. Product: [O:1]1[C:8]2[CH:7]=[C:6]([C:9]([O:11][CH2:17][O:16][C:12](=[O:15])[CH2:13][CH3:14])=[O:10])[NH:5][C:4]=2[CH:3]=[CH:2]1. The catalyst class is: 12.